From a dataset of Catalyst prediction with 721,799 reactions and 888 catalyst types from USPTO. Predict which catalyst facilitates the given reaction. (1) Reactant: [H-].[Na+].[CH3:3][C:4]1([CH3:20])[O:9][C:8]2[CH:10]=[CH:11][C:12]([C@H:14]3[O:18][C:17](=[O:19])[NH:16][CH2:15]3)=[CH:13][C:7]=2[CH2:6][O:5]1.Br[CH2:22][CH2:23][CH2:24][CH2:25][CH2:26][CH2:27][O:28][CH2:29][C:30]([C:33]1[CH:38]=[CH:37][CH:36]=[CH:35][CH:34]=1)([F:32])[F:31].Cl. The catalyst class is: 35. Product: [F:31][C:30]([F:32])([C:33]1[CH:34]=[CH:35][CH:36]=[CH:37][CH:38]=1)[CH2:29][O:28][CH2:27][CH2:26][CH2:25][CH2:24][CH2:23][CH2:22][N:16]1[CH2:15][C@@H:14]([C:12]2[CH:11]=[CH:10][C:8]3[O:9][C:4]([CH3:20])([CH3:3])[O:5][CH2:6][C:7]=3[CH:13]=2)[O:18][C:17]1=[O:19]. (2) Product: [OH:1][C:2]1(/[CH:17]=[CH:18]/[C:19](/[C:26]([F:27])([F:28])[F:29])=[CH:20]\[C:21]([O:23][CH2:24][CH3:25])=[O:22])[C:13]([CH3:14])([CH3:15])[CH2:12][C:5](=[O:6])[CH:4]=[C:3]1[CH3:16]. The catalyst class is: 21. Reactant: [OH:1][C:2]1(/[CH:17]=[CH:18]/[C:19](/[C:26]([F:29])([F:28])[F:27])=[CH:20]\[C:21]([O:23][CH2:24][CH3:25])=[O:22])[C:13]([CH3:15])([CH3:14])[CH2:12][C:5]2(OC(C)C(C)[O:6]2)[CH:4]=[C:3]1[CH3:16].Cl.O. (3) Reactant: Cl[S:2]([C:5]1[CH:15]=[CH:14][C:8]([O:9][CH2:10][C:11]([NH2:13])=[O:12])=[CH:7][CH:6]=1)(=[O:4])=[O:3].[CH3:16][O:17][C:18]1[CH:24]=[CH:23][C:21]([NH2:22])=[C:20]([N+:25]([O-:27])=[O:26])[CH:19]=1. Product: [CH3:16][O:17][C:18]1[CH:24]=[CH:23][C:21]([NH:22][S:2]([C:5]2[CH:15]=[CH:14][C:8]([O:9][CH2:10][C:11]([NH2:13])=[O:12])=[CH:7][CH:6]=2)(=[O:4])=[O:3])=[C:20]([N+:25]([O-:27])=[O:26])[CH:19]=1. The catalyst class is: 17. (4) Reactant: C(OC([NH:11][C@H:12]1[CH2:17][CH2:16][N:15]([C:18]2[CH:19]=[C:20]([CH:25]=[CH:26][CH:27]=2)[C:21]([O:23][CH3:24])=[O:22])[CH2:14][C@H:13]1[O:28][CH2:29][CH3:30])=O)C1C=CC=CC=1. The catalyst class is: 719. Product: [NH2:11][C@H:12]1[CH2:17][CH2:16][N:15]([C:18]2[CH:19]=[C:20]([CH:25]=[CH:26][CH:27]=2)[C:21]([O:23][CH3:24])=[O:22])[CH2:14][C@H:13]1[O:28][CH2:29][CH3:30].